This data is from Forward reaction prediction with 1.9M reactions from USPTO patents (1976-2016). The task is: Predict the product of the given reaction. (1) Given the reactants O(C)[Na].C[C:5]1(C)OC(=O)[C:8](=[C:12]2[CH2:16][CH2:15][CH2:14][NH:13]2)[C:7](=[O:17])[O:6]1, predict the reaction product. The product is: [CH3:5][O:6][C:7](=[O:17])[CH:8]=[C:12]1[CH2:16][CH2:15][CH2:14][NH:13]1. (2) Given the reactants C([O-])(=O)CC.[OH:6][CH:7]([CH2:13][C:14]1[CH:19]=[CH:18][C:17]([O:20][CH2:21][C:22]2[CH:27]=[CH:26][CH:25]=[CH:24][CH:23]=2)=[CH:16][CH:15]=1)[C:8]([O:10]CC)=[O:9].Cl, predict the reaction product. The product is: [OH:6][CH:7]([CH2:13][C:14]1[CH:19]=[CH:18][C:17]([O:20][CH2:21][C:22]2[CH:27]=[CH:26][CH:25]=[CH:24][CH:23]=2)=[CH:16][CH:15]=1)[C:8]([OH:10])=[O:9].